From a dataset of Full USPTO retrosynthesis dataset with 1.9M reactions from patents (1976-2016). Predict the reactants needed to synthesize the given product. Given the product [ClH:26].[NH2:7][C@@H:8]([C:9]1[CH:14]=[CH:13][CH:12]=[CH:11][CH:10]=1)[C:15]([NH:16][CH2:17][C:18]1[CH:23]=[CH:22][CH:21]=[CH:20][CH:19]=1)=[O:24], predict the reactants needed to synthesize it. The reactants are: C(OC(=O)[NH:7][C@H:8]([C:15](=[O:24])[NH:16][CH2:17][C:18]1[CH:23]=[CH:22][CH:21]=[CH:20][CH:19]=1)[C:9]1[CH:14]=[CH:13][CH:12]=[CH:11][CH:10]=1)(C)(C)C.[ClH:26].O1CCOCC1.